Task: Predict the reactants needed to synthesize the given product.. Dataset: Full USPTO retrosynthesis dataset with 1.9M reactions from patents (1976-2016) (1) Given the product [CH3:20][S:17]([C:13]1[CH:12]=[C:11]([C:9]2[S:10][C:5]3[C:4]([N:21]4[CH2:26][CH2:25][O:24][CH2:23][CH2:22]4)=[N:3][C:2]([C:31]4[CH:32]=[CH:33][C:28]([NH2:27])=[N:29][CH:30]=4)=[N:7][C:6]=3[CH:8]=2)[CH:16]=[CH:15][CH:14]=1)(=[O:19])=[O:18], predict the reactants needed to synthesize it. The reactants are: Cl[C:2]1[N:3]=[C:4]([N:21]2[CH2:26][CH2:25][O:24][CH2:23][CH2:22]2)[C:5]2[S:10][C:9]([C:11]3[CH:16]=[CH:15][CH:14]=[C:13]([S:17]([CH3:20])(=[O:19])=[O:18])[CH:12]=3)=[CH:8][C:6]=2[N:7]=1.[NH2:27][C:28]1[CH:33]=[CH:32][C:31](B2OC(C)(C)C(C)(C)O2)=[CH:30][N:29]=1. (2) Given the product [CH:2]1([CH2:5][O:6][C:7]2[CH:12]=[C:11]([F:13])[CH:10]=[CH:9][C:8]=2[C:14]2[C:15]3[NH:22][C:21]([CH3:23])=[C:20]([C:24]([NH:26][CH:27]4[CH2:28][CH2:29][N:30]([C:36](=[O:37])[CH2:35][O:34][CH3:33])[CH2:31][CH2:32]4)=[O:25])[C:16]=3[N:17]=[CH:18][N:19]=2)[CH2:4][CH2:3]1, predict the reactants needed to synthesize it. The reactants are: Cl.[CH:2]1([CH2:5][O:6][C:7]2[CH:12]=[C:11]([F:13])[CH:10]=[CH:9][C:8]=2[C:14]2[C:15]3[NH:22][C:21]([CH3:23])=[C:20]([C:24]([NH:26][CH:27]4[CH2:32][CH2:31][NH:30][CH2:29][CH2:28]4)=[O:25])[C:16]=3[N:17]=[CH:18][N:19]=2)[CH2:4][CH2:3]1.[CH3:33][O:34][CH2:35][C:36](Cl)=[O:37].